Dataset: Catalyst prediction with 721,799 reactions and 888 catalyst types from USPTO. Task: Predict which catalyst facilitates the given reaction. (1) Reactant: CN(C)/[CH:3]=[CH:4]/[C:5]([C:7]1[C:15]2[C:10](=[N:11][CH:12]=[CH:13][C:14]=2[N:16]([CH3:25])[CH2:17][CH2:18][C:19]2[CH:24]=[CH:23][CH:22]=[CH:21][CH:20]=2)[N:9](S(C2C=CC=CC=2)(=O)=O)[CH:8]=1)=O.Cl.[NH2:37][C:38]([NH2:40])=[NH:39].C(=O)([O-])[O-].[K+].[K+]. Product: [NH2:39][C:38]1[N:40]=[C:5]([C:7]2[C:15]3[C:14]([N:16]([CH3:25])[CH2:17][CH2:18][C:19]4[CH:24]=[CH:23][CH:22]=[CH:21][CH:20]=4)=[CH:13][CH:12]=[N:11][C:10]=3[NH:9][CH:8]=2)[CH:4]=[CH:3][N:37]=1. The catalyst class is: 141. (2) Reactant: [NH2:1][C:2]1[CH:3]=[C:4]2[C:9](=[CH:10][CH:11]=1)[CH:8]=[N:7][C:6]([NH:12][C:13](=[O:15])[CH3:14])=[CH:5]2.Cl[CH:17]([C:22]1[CH:27]=[CH:26][C:25]([O:28][CH:29]([CH3:31])[CH3:30])=[C:24]([O:32][CH2:33][CH3:34])[CH:23]=1)[C:18]([O:20][CH3:21])=[O:19].C(N(CC)C(C)C)(C)C. Product: [C:13]([NH:12][C:6]1[N:7]=[CH:8][C:9]2[C:4]([CH:5]=1)=[CH:3][C:2]([NH:1][CH:17]([C:22]1[CH:27]=[CH:26][C:25]([O:28][CH:29]([CH3:31])[CH3:30])=[C:24]([O:32][CH2:33][CH3:34])[CH:23]=1)[C:18]([O:20][CH3:21])=[O:19])=[CH:11][CH:10]=2)(=[O:15])[CH3:14]. The catalyst class is: 9.